This data is from Full USPTO retrosynthesis dataset with 1.9M reactions from patents (1976-2016). The task is: Predict the reactants needed to synthesize the given product. (1) Given the product [C:1]([O:5][C:6]([N:8]1[C:16]2[C:11](=[CH:12][CH:13]=[C:14]([N+:17]([O-:19])=[O:18])[CH:15]=2)[C:10]([C:28]2[CH:29]=[CH:30][C:25]([S:22]([CH3:21])(=[O:24])=[O:23])=[CH:26][CH:27]=2)=[N:9]1)=[O:7])([CH3:4])([CH3:3])[CH3:2], predict the reactants needed to synthesize it. The reactants are: [C:1]([O:5][C:6]([N:8]1[C:16]2[C:11](=[CH:12][CH:13]=[C:14]([N+:17]([O-:19])=[O:18])[CH:15]=2)[C:10](I)=[N:9]1)=[O:7])([CH3:4])([CH3:3])[CH3:2].[CH3:21][S:22]([C:25]1[CH:30]=[CH:29][C:28](B(O)O)=[CH:27][CH:26]=1)(=[O:24])=[O:23]. (2) Given the product [CH3:39][O:38][C:36](=[O:37])[CH2:35][O:34][C:30]1[CH:31]=[C:32]2[C:27](=[CH:28][CH:29]=1)[CH2:26][CH:25]([NH:24][S:16]([C:14]1[CH:15]=[C:10]([S:7]([C:1]3[CH:6]=[CH:5][CH:4]=[CH:3][CH:2]=3)(=[O:9])=[O:8])[CH:11]=[CH:12][C:13]=1[C:20]([F:23])([F:22])[F:21])(=[O:18])=[O:17])[CH2:33]2, predict the reactants needed to synthesize it. The reactants are: [C:1]1([S:7]([C:10]2[CH:11]=[CH:12][C:13]([C:20]([F:23])([F:22])[F:21])=[C:14]([S:16](Cl)(=[O:18])=[O:17])[CH:15]=2)(=[O:9])=[O:8])[CH:6]=[CH:5][CH:4]=[CH:3][CH:2]=1.[NH2:24][CH:25]1[CH2:33][C:32]2[C:27](=[CH:28][CH:29]=[C:30]([O:34][CH2:35][C:36]([O:38][CH3:39])=[O:37])[CH:31]=2)[CH2:26]1. (3) Given the product [Cl:18][C:15]1[CH:16]=[CH:17][C:12]([C:10]2[C:9]3[C:4](=[CH:5][CH:6]=[CH:7][CH:8]=3)[C:3](=[O:19])[N:2]([NH:1][C:29](=[O:30])[CH2:28][C@@H:25]3[CH2:24][CH2:23][C@H:22]4[CH2:27][C@@H:26]3[C:21]4([CH3:20])[CH3:32])[N:11]=2)=[CH:13][CH:14]=1, predict the reactants needed to synthesize it. The reactants are: [NH2:1][N:2]1[N:11]=[C:10]([C:12]2[CH:17]=[CH:16][C:15]([Cl:18])=[CH:14][CH:13]=2)[C:9]2[C:4](=[CH:5][CH:6]=[CH:7][CH:8]=2)[C:3]1=[O:19].[CH3:20][C:21]1([CH3:32])[C@H:26]2[CH2:27][C@@H:22]1[CH2:23][CH2:24][C@H:25]2[CH2:28][C:29](O)=[O:30]. (4) Given the product [C:1]([N:5]1[C:9]([CH2:10][CH2:11][CH2:12][N:28]2[CH2:29][CH2:30][N:25]([C:19]3[CH:20]=[CH:21][C:22]([CH3:24])=[CH:23][C:18]=3[CH3:17])[CH2:26][CH2:27]2)=[CH:8][C:7]([CH2:14][CH2:15][CH3:16])=[N:6]1)([CH3:4])([CH3:3])[CH3:2], predict the reactants needed to synthesize it. The reactants are: [C:1]([N:5]1[C:9]([CH2:10][CH2:11][CH:12]=O)=[CH:8][C:7]([CH2:14][CH2:15][CH3:16])=[N:6]1)([CH3:4])([CH3:3])[CH3:2].[CH3:17][C:18]1[CH:23]=[C:22]([CH3:24])[CH:21]=[CH:20][C:19]=1[N:25]1[CH2:30][CH2:29][NH:28][CH2:27][CH2:26]1.CCN(C(C)C)C(C)C.[BH-](OC(C)=O)(OC(C)=O)OC(C)=O.[Na+]. (5) Given the product [Br:1][C:2]1[N:3]2[C:13](=[O:14])[CH:12]=[C:11]([CH2:10][Cl:9])[N:8]=[C:4]2[S:5][C:6]=1[CH3:7], predict the reactants needed to synthesize it. The reactants are: [Br:1][C:2]1[N:3]=[C:4]([NH2:8])[S:5][C:6]=1[CH3:7].[Cl:9][CH2:10][C:11](=O)[CH2:12][C:13]([O-])=[O:14].